Dataset: Catalyst prediction with 721,799 reactions and 888 catalyst types from USPTO. Task: Predict which catalyst facilitates the given reaction. (1) Reactant: C(OC([N:8]1[CH2:13][CH2:12][N:11]([CH2:14][CH2:15][N:16]2[CH2:21][CH2:20][O:19][C@H:18]([CH2:22][O:23][CH3:24])[CH2:17]2)[CH2:10][C@H:9]1[CH2:25][C:26]1[CH:31]=[CH:30][C:29]([CH3:32])=[C:28]([O:33][Si:34]([C:47]([CH3:50])([CH3:49])[CH3:48])([C:41]2[CH:46]=[CH:45][CH:44]=[CH:43][CH:42]=2)[C:35]2[CH:40]=[CH:39][CH:38]=[CH:37][CH:36]=2)[CH:27]=1)=O)(C)(C)C.FC(F)(F)C(O)=O. The catalyst class is: 4. Product: [Si:34]([O:33][C:28]1[CH:27]=[C:26]([CH:31]=[CH:30][C:29]=1[CH3:32])[CH2:25][C@@H:9]1[CH2:10][N:11]([CH2:14][CH2:15][N:16]2[CH2:21][CH2:20][O:19][C@H:18]([CH2:22][O:23][CH3:24])[CH2:17]2)[CH2:12][CH2:13][NH:8]1)([C:47]([CH3:48])([CH3:49])[CH3:50])([C:35]1[CH:40]=[CH:39][CH:38]=[CH:37][CH:36]=1)[C:41]1[CH:42]=[CH:43][CH:44]=[CH:45][CH:46]=1. (2) Reactant: C[O:2][C:3](=[O:38])[CH:4]([C:10]1[CH:11]=[C:12]([C:29]2[CH:34]=[CH:33][CH:32]=[C:31]([N+:35]([O-:37])=[O:36])[CH:30]=2)[C:13]([OH:28])=[C:14]([C:16]2[NH:17][C:18]3[C:23]([CH:24]=2)=[CH:22][C:21]([C:25](=[NH:27])[NH2:26])=[CH:20][CH:19]=3)[CH:15]=1)[CH2:5][C:6]([O:8]C)=[O:7].Cl. Product: [C:25]([C:21]1[CH:22]=[C:23]2[C:18](=[CH:19][CH:20]=1)[NH:17][C:16]([C:14]1[CH:15]=[C:10]([CH:4]([CH2:5][C:6]([OH:8])=[O:7])[C:3]([OH:38])=[O:2])[CH:11]=[C:12]([C:29]3[CH:34]=[CH:33][CH:32]=[C:31]([N+:35]([O-:37])=[O:36])[CH:30]=3)[C:13]=1[OH:28])=[CH:24]2)(=[NH:26])[NH2:27]. The catalyst class is: 10. (3) Reactant: [CH:1]1([C:4]([NH:6][C:7]2[N:8]=[C:9]3[CH:14]=[CH:13][C:12]([O:15][C:16]4[CH:17]=[C:18]([CH:22]=[CH:23][CH:24]=4)[C:19]([OH:21])=O)=[N:11][N:10]3[CH:25]=2)=[O:5])[CH2:3][CH2:2]1.[NH2:26][C:27]1[CH:28]=[C:29]([C:33]([CH3:37])([CH3:36])[C:34]#[N:35])[CH:30]=[CH:31][CH:32]=1.Cl.CN(C)CCCN=C=NCC. Product: [C:34]([C:33]([C:29]1[CH:28]=[C:27]([NH:26][C:19](=[O:21])[C:18]2[CH:22]=[CH:23][CH:24]=[C:16]([O:15][C:12]3[CH:13]=[CH:14][C:9]4[N:10]([CH:25]=[C:7]([NH:6][C:4]([CH:1]5[CH2:2][CH2:3]5)=[O:5])[N:8]=4)[N:11]=3)[CH:17]=2)[CH:32]=[CH:31][CH:30]=1)([CH3:37])[CH3:36])#[N:35]. The catalyst class is: 341. (4) Reactant: [S:1]1[CH:5]=[CH:4][CH:3]=[C:2]1[CH:6]=O.[CH2:8]([O:10][CH:11]([O:14][CH2:15][CH3:16])[CH2:12][NH2:13])[CH3:9].O. Product: [CH2:8]([O:10][CH:11]([O:14][CH2:15][CH3:16])[CH2:12][N:13]=[CH:6][C:2]1[S:1][CH:5]=[CH:4][CH:3]=1)[CH3:9]. The catalyst class is: 11.